Predict the reactants needed to synthesize the given product. From a dataset of Full USPTO retrosynthesis dataset with 1.9M reactions from patents (1976-2016). (1) Given the product [CH:2]1([NH:8][C:9]2[C:14]([CH3:15])=[C:13]([CH3:16])[N:12]=[C:11]([NH:33][C@H:31]([C:25]3[CH:30]=[CH:29][CH:28]=[CH:27][CH:26]=3)[CH3:32])[N:10]=2)[CH2:3][CH2:4][CH2:5][CH2:6][CH2:7]1, predict the reactants needed to synthesize it. The reactants are: Cl.[CH:2]1([NH:8][C:9]2[C:14]([CH3:15])=[C:13]([CH3:16])[N:12]=[C:11](NCC3C=CC=CN=3)[N:10]=2)[CH2:7][CH2:6][CH2:5][CH2:4][CH2:3]1.[C:25]1([C@@H:31]([NH2:33])[CH3:32])[CH:30]=[CH:29][CH:28]=[CH:27][CH:26]=1. (2) Given the product [O:15]1[CH2:16][CH2:17][N:12]([C:8]2[CH:7]=[N:6][C:5]3[C:10]([N:9]=2)=[CH:11][C:2]([O:18][C:19]2[CH:20]=[C:21]([NH:25][C:26](=[O:31])[C:27]([CH3:29])([CH3:28])[CH3:30])[CH:22]=[CH:23][CH:24]=2)=[CH:3][CH:4]=3)[CH2:13][CH2:14]1, predict the reactants needed to synthesize it. The reactants are: Br[C:2]1[CH:11]=[C:10]2[C:5]([N:6]=[CH:7][C:8]([N:12]3[CH2:17][CH2:16][O:15][CH2:14][CH2:13]3)=[N:9]2)=[CH:4][CH:3]=1.[OH:18][C:19]1[CH:20]=[C:21]([NH:25][C:26](=[O:31])[C:27]([CH3:30])([CH3:29])[CH3:28])[CH:22]=[CH:23][CH:24]=1.C([O-])([O-])=O.[Cs+].[Cs+]. (3) Given the product [CH2:1]([O:3][C:4](=[O:13])[CH2:5][C:6]1[C:11]([CH3:15])=[CH:10][CH:9]=[C:8]([Cl:12])[N:7]=1)[CH3:2], predict the reactants needed to synthesize it. The reactants are: [CH2:1]([O:3][C:4](=[O:13])[CH2:5][C:6]1[CH:11]=[CH:10][CH:9]=[C:8]([Cl:12])[N:7]=1)[CH3:2].Cl[C:15]1N=C(C)C(C)=CC=1.[Li+].CC([N-]C(C)C)C.C(=O)(OCC)OCC. (4) Given the product [CH:1]([C:4]1[CH:9]=[CH:8][C:7]([C:10]2[N:14]3[CH:15]=[N:16][C:17]4[NH:21][CH:20]=[CH:19][C:18]=4[C:13]3=[C:12]([CH:32]3[CH2:37][CH2:36][CH2:35][N:34]([C:38](=[O:40])[CH3:39])[CH2:33]3)[N:11]=2)=[CH:6][CH:5]=1)([CH3:3])[CH3:2], predict the reactants needed to synthesize it. The reactants are: [CH:1]([C:4]1[CH:9]=[CH:8][C:7]([C:10]2[N:14]3[CH:15]=[N:16][C:17]4[N:21](S(C5C=CC(C)=CC=5)(=O)=O)[CH:20]=[CH:19][C:18]=4[C:13]3=[C:12]([CH:32]3[CH2:37][CH2:36][CH2:35][N:34]([C:38](=[O:40])[CH3:39])[CH2:33]3)[N:11]=2)=[CH:6][CH:5]=1)([CH3:3])[CH3:2].CCCC[N+](CCCC)(CCCC)CCCC.[F-]. (5) Given the product [CH:35]1([C:38]2[C:39]([O:11][CH2:12][C@@H:13]3[CH2:18][CH2:17][N:16]([CH2:19][C:20]4[CH:21]=[C:22]([Cl:27])[CH:23]=[C:24]([Cl:26])[CH:25]=4)[C:15](=[O:28])[CH2:14]3)=[CH:40][C:41]([F:51])=[C:42]([CH:50]=2)[C:43]([NH:45][S:46]([CH3:49])(=[O:48])=[O:47])=[O:44])[CH2:36][CH2:37]1, predict the reactants needed to synthesize it. The reactants are: CC1C=CC(S([O:11][CH2:12][CH:13]2[CH2:18][CH2:17][N:16]([CH2:19][C:20]3[CH:25]=[C:24]([Cl:26])[CH:23]=[C:22]([Cl:27])[CH:21]=3)[C:15](=[O:28])[CH2:14]2)(=O)=O)=CC=1.C(=O)([O-])[O-].[K+].[K+].[CH:35]1([C:38]2[C:39](O)=[CH:40][C:41]([F:51])=[C:42]([CH:50]=2)[C:43]([NH:45][S:46]([CH3:49])(=[O:48])=[O:47])=[O:44])[CH2:37][CH2:36]1. (6) Given the product [F:35][C:34]([F:37])([F:36])[C:32]([OH:38])=[O:33].[CH2:19]1[C:20]2[C:25](=[CH:24][CH:23]=[CH:22][CH:21]=2)[CH2:26][N:18]1[C:16](=[O:17])/[CH:15]=[CH:14]/[C@@H:13]([NH:12][C:10](=[O:11])[C@H:9]([CH3:31])[NH2:5])[C@@H:27]([CH3:30])[CH2:28][CH3:29], predict the reactants needed to synthesize it. The reactants are: CC([N:5]([C@@H:9]([CH3:31])[C:10]([NH:12][C@@H:13]([C@@H:27]([CH3:30])[CH2:28][CH3:29])/[CH:14]=[CH:15]/[C:16]([N:18]1[CH2:26][C:25]2[C:20](=[CH:21][CH:22]=[CH:23][CH:24]=2)[CH2:19]1)=[O:17])=[O:11])C(=O)[O-])(C)C.[C:32]([OH:38])([C:34]([F:37])([F:36])[F:35])=[O:33]. (7) Given the product [F:1][C:2]1[CH:3]=[C:4]([C:22]2[CH:23]=[CH:24][C:19]([CH:17]=[O:18])=[CH:20][CH:21]=2)[CH:5]=[C:6]([F:9])[C:7]=1[F:8], predict the reactants needed to synthesize it. The reactants are: [F:1][C:2]1[CH:3]=[C:4](Br)[CH:5]=[C:6]([F:9])[C:7]=1[F:8].C(=O)([O-])[O-].[K+].[K+].[CH:17]([C:19]1[CH:24]=[CH:23][C:22](OB(O)O)=[CH:21][CH:20]=1)=[O:18]. (8) Given the product [CH3:28][N:15]([C:16]([C:18]1[C:27]2[CH2:26][CH2:25][CH2:24][CH2:23][C:22]=2[CH:21]=[CH:20][CH:19]=1)=[O:17])[C:6]1([C:4]([OH:5])=[O:3])[CH2:7][C:8]2[C:13](=[CH:12][CH:11]=[CH:10][CH:9]=2)[CH2:14]1, predict the reactants needed to synthesize it. The reactants are: C([O:3][C:4]([C:6]1([N:15]([CH3:28])[C:16]([C:18]2[C:27]3[CH2:26][CH2:25][CH2:24][CH2:23][C:22]=3[CH:21]=[CH:20][CH:19]=2)=[O:17])[CH2:14][C:13]2[C:8](=[CH:9][CH:10]=[CH:11][CH:12]=2)[CH2:7]1)=[O:5])C.[OH-].[K+].O.